This data is from Reaction yield outcomes from USPTO patents with 853,638 reactions. The task is: Predict the reaction yield, written as a fraction of the theoretical maximum amount of product (1.0 means a 100% yield; for example, 0.34 means a 34% yield). (1) The reactants are [C:1]([C:4]1[N:9]=[CH:8][C:7]([C:10]2([C:18]#[N:19])[CH2:15][CH2:14][C:13]([F:17])([F:16])[CH2:12][CH2:11]2)=[CH:6][CH:5]=1)(=[O:3])[CH3:2].[BH4-].[Na+]. The catalyst is C1COCC1. The product is [NH2:19][CH2:18][C:10]1([C:7]2[CH:6]=[CH:5][C:4]([CH:1]([OH:3])[CH3:2])=[N:9][CH:8]=2)[CH2:15][CH2:14][C:13]([F:17])([F:16])[CH2:12][CH2:11]1. The yield is 0.780. (2) The reactants are Br[C:2]1[CH:7]=[C:6]([CH3:8])[C:5]([CH3:9])=[CH:4][C:3]=1[N+:10]([O-:12])=[O:11].[Cl:13][C:14]1[CH:19]=[CH:18][C:17]([CH2:20][CH2:21][CH2:22][NH2:23])=[CH:16][CH:15]=1.C(=O)([O-])[O-].[Cs+].[Cs+].O(C1C=CC=CC=1P(C1C=CC=CC=1)C1C=CC=CC=1)C1C=CC=CC=1P(C1C=CC=CC=1)C1C=CC=CC=1.C1(C)C=CC=CC=1. The catalyst is C1C=CC(/C=C/C(/C=C/C2C=CC=CC=2)=O)=CC=1.C1C=CC(/C=C/C(/C=C/C2C=CC=CC=2)=O)=CC=1.C1C=CC(/C=C/C(/C=C/C2C=CC=CC=2)=O)=CC=1.[Pd].[Pd]. The product is [Cl:13][C:14]1[CH:15]=[CH:16][C:17]([CH2:20][CH2:21][CH2:22][NH:23][C:2]2[CH:7]=[C:6]([CH3:8])[C:5]([CH3:9])=[CH:4][C:3]=2[N+:10]([O-:12])=[O:11])=[CH:18][CH:19]=1. The yield is 0.740. (3) The reactants are [CH3:1][O:2][C:3]1[CH:36]=[CH:35][C:6]([CH2:7][O:8][CH2:9][CH2:10][CH2:11][C@@:12]2([C:29]3[CH:34]=[CH:33][CH:32]=[CH:31][CH:30]=3)[O:17][C:16](=[O:18])[N:15]([C@H:19]([C:21]3[CH:26]=[CH:25][C:24]([CH:27]=[CH2:28])=[CH:23][CH:22]=3)[CH3:20])[CH2:14][CH2:13]2)=[CH:5][CH:4]=1.C1C[O:40]CC1. No catalyst specified. The product is [OH:40][CH2:28][CH2:27][C:24]1[CH:23]=[CH:22][C:21]([C@@H:19]([N:15]2[CH2:14][CH2:13][C@:12]([CH2:11][CH2:10][CH2:9][O:8][CH2:7][C:6]3[CH:5]=[CH:4][C:3]([O:2][CH3:1])=[CH:36][CH:35]=3)([C:29]3[CH:34]=[CH:33][CH:32]=[CH:31][CH:30]=3)[O:17][C:16]2=[O:18])[CH3:20])=[CH:26][CH:25]=1. The yield is 0.960.